From a dataset of Full USPTO retrosynthesis dataset with 1.9M reactions from patents (1976-2016). Predict the reactants needed to synthesize the given product. Given the product [CH2:37]([O:39][C:40]([C:42]1[NH:43][C:44]2[C:49]([C:50]=1[CH:51]=[CH:10][CH2:9][N:8]([CH3:30])[CH3:7])=[CH:48][CH:47]=[CH:46][CH:45]=2)=[O:41])[CH3:38], predict the reactants needed to synthesize it. The reactants are: C([Li])CCC.[Br-].[CH3:7][N:8]([CH3:30])[CH2:9][CH2:10][P+](C1C=CC=CC=1)(C1C=CC=CC=1)C1C=CC=CC=1.C(NCC)C.[Li].[CH2:37]([O:39][C:40]([C:42]1[NH:43][C:44]2[C:49]([C:50]=1[CH:51]=O)=[CH:48][CH:47]=[CH:46][CH:45]=2)=[O:41])[CH3:38].